From a dataset of Full USPTO retrosynthesis dataset with 1.9M reactions from patents (1976-2016). Predict the reactants needed to synthesize the given product. (1) Given the product [CH3:29][O:28][C:26]1[N:27]2[C:2]([C:13]3[CH:18]=[CH:17][C:16]([S:19][CH3:20])=[CH:15][CH:14]=3)=[C:3]([C:5]3[CH:10]=[CH:9][C:8]([O:11][CH3:12])=[CH:7][CH:6]=3)[N:21]=[C:22]2[N:23]=[C:24]([OH:30])[CH:25]=1, predict the reactants needed to synthesize it. The reactants are: Br[CH:2]([C:13]1[CH:18]=[CH:17][C:16]([S:19][CH3:20])=[CH:15][CH:14]=1)[C:3]([C:5]1[CH:10]=[CH:9][C:8]([O:11][CH3:12])=[CH:7][CH:6]=1)=O.[NH2:21][C:22]1[N:27]=[C:26]([O:28][CH3:29])[CH:25]=[C:24]([O:30]C)[N:23]=1. (2) The reactants are: N[C@@H:2]([CH2:6][C:7]([F:16])([F:15])[CH2:8][C:9]1[CH:14]=[CH:13][CH:12]=[CH:11][CH:10]=1)[C:3]([OH:5])=[O:4].S(=O)(=O)(O)[OH:18].N([O-])=O.[Na+]. Given the product [F:15][C:7]([F:16])([CH2:8][C:9]1[CH:14]=[CH:13][CH:12]=[CH:11][CH:10]=1)[CH2:6][C@H:2]([OH:18])[C:3]([OH:5])=[O:4], predict the reactants needed to synthesize it. (3) Given the product [CH2:1]([C:8]1[C:13](=[O:14])[N:12]([C:15]2[CH:20]=[CH:19][CH:18]=[C:17]([C:21]3[CH:26]=[CH:25][C:24]([C:27]([OH:29])=[O:28])=[CH:23][CH:22]=3)[CH:16]=2)[C:11]2[N:31]=[CH:32][CH:33]=[CH:34][C:10]=2[N:9]=1)[C:2]1[CH:3]=[CH:4][CH:5]=[CH:6][CH:7]=1, predict the reactants needed to synthesize it. The reactants are: [CH2:1]([C:8]1[C:13](=[O:14])[N:12]([C:15]2[CH:20]=[CH:19][CH:18]=[C:17]([C:21]3[CH:26]=[CH:25][C:24]([C:27]([O:29]C)=[O:28])=[CH:23][CH:22]=3)[CH:16]=2)[C:11]2[N:31]=[CH:32][CH:33]=[CH:34][C:10]=2[N:9]=1)[C:2]1[CH:7]=[CH:6][CH:5]=[CH:4][CH:3]=1.[Br-].[Li+].Cl. (4) Given the product [Cl:32][C:29]1[CH:30]=[CH:31][C:26]([C:24]2[CH:23]=[C:22]([C:34]([F:36])([F:37])[F:35])[N:21]=[C:20]([C:18]3[CH:17]=[CH:16][N:15]=[C:14]([C:11]4[S:10][C:9]([S:6]([NH2:5])(=[O:7])=[O:8])=[CH:13][CH:12]=4)[CH:19]=3)[N:25]=2)=[CH:27][C:28]=1[CH3:33], predict the reactants needed to synthesize it. The reactants are: C([NH:5][S:6]([C:9]1[S:10][C:11]([C:14]2[CH:19]=[C:18]([C:20]3[N:25]=[C:24]([C:26]4[CH:31]=[CH:30][C:29]([Cl:32])=[C:28]([CH3:33])[CH:27]=4)[CH:23]=[C:22]([C:34]([F:37])([F:36])[F:35])[N:21]=3)[CH:17]=[CH:16][N:15]=2)=[CH:12][CH:13]=1)(=[O:8])=[O:7])(C)(C)C.C(O)(C(F)(F)F)=O. (5) Given the product [Cl:20][C:21]1[CH:22]=[C:23]([C:28]2[N:33]=[C:32]([CH3:34])[N:31]=[C:30]([N:35]([CH2:36][C:37]3[CH:38]=[CH:39][C:40]([O:43][CH3:44])=[CH:41][CH:42]=3)[CH2:45][C:46]3[CH:47]=[CH:48][C:49]([O:52][CH3:53])=[CH:50][CH:51]=3)[N:29]=2)[C:24]([NH:11][C:12]2[CH:17]=[N:16][C:15]([O:18][CH3:19])=[CH:14][CH:13]=2)=[N:25][CH:26]=1, predict the reactants needed to synthesize it. The reactants are: [Li+].C[Si]([N-][Si](C)(C)C)(C)C.[NH2:11][C:12]1[CH:13]=[CH:14][C:15]([O:18][CH3:19])=[N:16][CH:17]=1.[Cl:20][C:21]1[CH:22]=[C:23]([C:28]2[N:33]=[C:32]([CH3:34])[N:31]=[C:30]([N:35]([CH2:45][C:46]3[CH:51]=[CH:50][C:49]([O:52][CH3:53])=[CH:48][CH:47]=3)[CH2:36][C:37]3[CH:42]=[CH:41][C:40]([O:43][CH3:44])=[CH:39][CH:38]=3)[N:29]=2)[C:24](F)=[N:25][CH:26]=1.Cl. (6) The reactants are: [CH2:1]([O:3][C:4]([C:6]1([C:9]2[CH:14]=[CH:13][C:12]([C:15]3[CH:20]=[CH:19][C:18]([C:21]4[S:22][C:23]([Cl:29])=[CH:24][C:25]=4C(=O)N)=[CH:17][CH:16]=3)=[CH:11][CH:10]=2)[CH2:8][CH2:7]1)=[O:5])[CH3:2].[N:30]1[CH:35]=CC=CC=1.FC(F)(F)C(OI(C1C=CC=CC=1)OC(=O)C(F)(F)F)=[O:39].[CH3:57][C:58]1[C:59]([C@H:63]([OH:65])[CH3:64])=[CH:60][S:61][CH:62]=1.Cl. Given the product [CH2:1]([O:3][C:4]([C:6]1([C:9]2[CH:14]=[CH:13][C:12]([C:15]3[CH:20]=[CH:19][C:18]([C:21]4[S:22][C:23]([Cl:29])=[CH:24][C:25]=4[NH:30][C:35]([O:65][C@@H:63]([C:59]4[C:58]([CH3:57])=[CH:62][S:61][CH:60]=4)[CH3:64])=[O:39])=[CH:17][CH:16]=3)=[CH:11][CH:10]=2)[CH2:7][CH2:8]1)=[O:5])[CH3:2], predict the reactants needed to synthesize it.